Dataset: Peptide-MHC class I binding affinity with 185,985 pairs from IEDB/IMGT. Task: Regression. Given a peptide amino acid sequence and an MHC pseudo amino acid sequence, predict their binding affinity value. This is MHC class I binding data. (1) The peptide sequence is KQYIVATLMK. The MHC is HLA-B53:01 with pseudo-sequence HLA-B53:01. The binding affinity (normalized) is 0. (2) The peptide sequence is LEEDIQHFL. The MHC is HLA-A02:01 with pseudo-sequence HLA-A02:01. The binding affinity (normalized) is 0.0847.